Task: Regression. Given two drug SMILES strings and cell line genomic features, predict the synergy score measuring deviation from expected non-interaction effect.. Dataset: NCI-60 drug combinations with 297,098 pairs across 59 cell lines (1) Drug 1: CN(CC1=CN=C2C(=N1)C(=NC(=N2)N)N)C3=CC=C(C=C3)C(=O)NC(CCC(=O)O)C(=O)O. Drug 2: C1CN(CCN1C(=O)CCBr)C(=O)CCBr. Cell line: UO-31. Synergy scores: CSS=31.5, Synergy_ZIP=-2.28, Synergy_Bliss=-0.0363, Synergy_Loewe=-2.66, Synergy_HSA=-1.81. (2) Drug 1: CS(=O)(=O)C1=CC(=C(C=C1)C(=O)NC2=CC(=C(C=C2)Cl)C3=CC=CC=N3)Cl. Drug 2: CCC1=C2CN3C(=CC4=C(C3=O)COC(=O)C4(CC)O)C2=NC5=C1C=C(C=C5)O. Cell line: SK-MEL-2. Synergy scores: CSS=21.1, Synergy_ZIP=-4.27, Synergy_Bliss=1.66, Synergy_Loewe=-21.3, Synergy_HSA=-2.70.